This data is from Reaction yield outcomes from USPTO patents with 853,638 reactions. The task is: Predict the reaction yield, written as a fraction of the theoretical maximum amount of product (1.0 means a 100% yield; for example, 0.34 means a 34% yield). The reactants are [Br:1][C:2]1[CH:7]=[CH:6][C:5]([C:8]2[O:9][C:10]([CH3:26])=[C:11]([CH2:13][CH2:14][O:15]S(C3C=CC(C)=CC=3)(=O)=O)[N:12]=2)=[CH:4][CH:3]=1.[CH2:27]([O:29][C:30](=[O:42])[C:31]([O:34][C:35]1[CH:40]=[CH:39][C:38](O)=[CH:37][CH:36]=1)([CH3:33])[CH3:32])[CH3:28].C([O-])([O-])=O.[Cs+].[Cs+]. The catalyst is CN(C=O)C. The product is [CH2:27]([O:29][C:30](=[O:42])[C:31]([O:34][C:35]1[CH:40]=[CH:39][C:38]([O:15][CH2:14][CH2:13][C:11]2[N:12]=[C:8]([C:5]3[CH:4]=[CH:3][C:2]([Br:1])=[CH:7][CH:6]=3)[O:9][C:10]=2[CH3:26])=[CH:37][CH:36]=1)([CH3:33])[CH3:32])[CH3:28]. The yield is 0.440.